Task: Predict the reactants needed to synthesize the given product.. Dataset: Full USPTO retrosynthesis dataset with 1.9M reactions from patents (1976-2016) (1) Given the product [CH3:22][C:21]1[C:16]([N:13]2[CH2:14][CH2:15][N:10]([C:8]([C:5]3[CH:6]=[CH:7][C:2]([N:32]4[C@H:31]([CH:28]([CH3:30])[CH3:29])[CH2:35][O:34][C:33]4=[O:36])=[CH:3][C:4]=3[S:24]([CH3:27])(=[O:26])=[O:25])=[O:9])[CH2:11][CH2:12]2)=[N:17][CH:18]=[C:19]([CH3:23])[CH:20]=1, predict the reactants needed to synthesize it. The reactants are: Br[C:2]1[CH:7]=[CH:6][C:5]([C:8]([N:10]2[CH2:15][CH2:14][N:13]([C:16]3[C:21]([CH3:22])=[CH:20][C:19]([CH3:23])=[CH:18][N:17]=3)[CH2:12][CH2:11]2)=[O:9])=[C:4]([S:24]([CH3:27])(=[O:26])=[O:25])[CH:3]=1.[CH:28]([C@@H:31]1[CH2:35][O:34][C:33](=[O:36])[NH:32]1)([CH3:30])[CH3:29]. (2) Given the product [C:1]([C:3]1[CH:49]=[CH:48][C:6]2[NH:7][C:8]([C:10]([C:21]3[C:29]([O:30][CH3:31])=[CH:28][C:27]([CH3:32])=[C:26]4[C:22]=3[CH:23]=[CH:24][NH:25]4)([O:15][CH2:16][C:17]([O:19][CH3:20])=[O:18])[C:11]([F:12])([F:13])[F:14])=[N:9][C:5]=2[CH:4]=1)#[N:2], predict the reactants needed to synthesize it. The reactants are: [C:1]([C:3]1[CH:49]=[CH:48][C:6]2[N:7](COCC[Si](C)(C)C)[C:8]([C:10]([C:21]3[C:29]([O:30][CH3:31])=[CH:28][C:27]([CH3:32])=[C:26]4[C:22]=3[CH:23]=[CH:24][N:25]4C(OC(C)(C)C)=O)([O:15][CH2:16][C:17]([O:19][CH3:20])=[O:18])[C:11]([F:14])([F:13])[F:12])=[N:9][C:5]=2[CH:4]=1)#[N:2].C(C1C=CC2N=C(C(C3C(OC)=CC(C)=C4C=3C=CN4C(OC(C)(C)C)=O)(OCC(OC)=O)C(F)(F)F)N(COCC[Si](C)(C)C)C=2C=1)#N.CO.